Binary Classification. Given a drug SMILES string, predict its activity (active/inactive) in a high-throughput screening assay against a specified biological target. From a dataset of SARS-CoV-2 main protease (3CLPro) crystallographic fragment screen with 879 compounds. (1) The compound is O=C(CCl)N1CCN(Cc2ccc(Br)s2)CC1. The result is 1 (active). (2) The compound is CC(C)(CO)NC(=O)c1cccc(Cl)c1. The result is 0 (inactive). (3) The molecule is Cn1nccc1C(=O)NCc1cccs1. The result is 0 (inactive). (4) The drug is COCC(=O)Nc1ccccc1. The result is 0 (inactive).